Dataset: Catalyst prediction with 721,799 reactions and 888 catalyst types from USPTO. Task: Predict which catalyst facilitates the given reaction. The catalyst class is: 10. Reactant: [CH2:1]([C:3]1[NH:7][N:6]=[N:5][C:4]=1[C:8]([O:10][CH2:11][CH3:12])=[O:9])[CH3:2].C(=O)([O-])[O-].[K+].[K+].I[CH:20]([CH3:22])[CH3:21]. Product: [CH2:1]([C:3]1[C:4]([C:8]([O:10][CH2:11][CH3:12])=[O:9])=[N:5][N:6]([CH:20]([CH3:22])[CH3:21])[N:7]=1)[CH3:2].